The task is: Predict which catalyst facilitates the given reaction.. This data is from Catalyst prediction with 721,799 reactions and 888 catalyst types from USPTO. (1) Reactant: C1(C(Cl)=O)CC1.[CH:7]1([C:10]([N:12]=[C:13]=[S:14])=[O:11])[CH2:9][CH2:8]1.[Cl:15][C:16]1[CH:17]=[C:18]([CH:20]=[CH:21][C:22]=1[O:23][C:24]1[C:33]2[C:28](=[CH:29][C:30]([O:36][CH3:37])=[C:31]([O:34][CH3:35])[CH:32]=2)[N:27]=[CH:26][CH:25]=1)[NH2:19].C1(C)C=CC=CC=1. Product: [CH:7]1([C:10]([N:12]=[C:13]=[S:14])=[O:11])[CH2:9][CH2:8]1.[Cl:15][C:16]1[CH:17]=[C:18]([NH:19][C:13]([NH:12][C:10]([CH:7]2[CH2:9][CH2:8]2)=[O:11])=[S:14])[CH:20]=[CH:21][C:22]=1[O:23][C:24]1[C:33]2[C:28](=[CH:29][C:30]([O:36][CH3:37])=[C:31]([O:34][CH3:35])[CH:32]=2)[N:27]=[CH:26][CH:25]=1. The catalyst class is: 8. (2) Reactant: [Br:1][C:2]1[CH:3]=[C:4]2[C:9](=[CH:10][CH:11]=1)[N:8]=[C:7]([C:12]([OH:14])=[O:13])[CH:6]=[CH:5]2.[CH3:15]O. Product: [Br:1][C:2]1[CH:3]=[C:4]2[C:9](=[CH:10][CH:11]=1)[N:8]=[C:7]([C:12]([O:14][CH3:15])=[O:13])[CH:6]=[CH:5]2. The catalyst class is: 33.